Dataset: Full USPTO retrosynthesis dataset with 1.9M reactions from patents (1976-2016). Task: Predict the reactants needed to synthesize the given product. (1) The reactants are: [C:1]([C:3]1[CH:8]=[CH:7][CH:6]=[CH:5][N:4]=1)#[CH:2].I[C:10]1[CH:16]=[CH:15][C:13]([NH2:14])=[CH:12][CH:11]=1.C(N(CC)CC)C. Given the product [N:4]1[CH:5]=[CH:6][CH:7]=[CH:8][C:3]=1[C:1]#[C:2][C:10]1[CH:16]=[CH:15][C:13]([NH2:14])=[CH:12][CH:11]=1, predict the reactants needed to synthesize it. (2) Given the product [Cl:26][C:27]1[N:28]=[C:29]([C:34]([NH:1][C@H:2]2[CH2:7][CH2:6][N:5]([C:8]3[O:9][C:10]([CH2:20][CH3:21])=[C:11]([C:13]([O:15][CH2:16][CH2:17][CH2:18][CH3:19])=[O:14])[N:12]=3)[CH2:4][C@H:3]2[O:22][CH2:23][CH2:24][CH3:25])=[O:35])[NH:30][C:31]=1[CH2:32][CH3:33], predict the reactants needed to synthesize it. The reactants are: [NH2:1][C@H:2]1[CH2:7][CH2:6][N:5]([C:8]2[O:9][C:10]([CH2:20][CH3:21])=[C:11]([C:13]([O:15][CH2:16][CH2:17][CH2:18][CH3:19])=[O:14])[N:12]=2)[CH2:4][C@H:3]1[O:22][CH2:23][CH2:24][CH3:25].[Cl:26][C:27]1[N:28]=[C:29]([C:34](O)=[O:35])[NH:30][C:31]=1[CH2:32][CH3:33].CCN=C=NCCCN(C)C.Cl.C1C=CC2N(O)N=NC=2C=1. (3) Given the product [C:1]([O:9][C@@H:10]1[C@H:15]2[NH:16][C:17](=[O:19])[O:18][C@H:14]2[CH2:13][C@H:12]([CH2:20][OH:21])[C@H:11]1[O:29][C:30](=[O:37])[C:31]1[CH:32]=[CH:33][CH:34]=[CH:35][CH:36]=1)(=[O:8])[C:2]1[CH:7]=[CH:6][CH:5]=[CH:4][CH:3]=1, predict the reactants needed to synthesize it. The reactants are: [C:1]([O:9][C@@H:10]1[C@H:15]2[NH:16][C:17](=[O:19])[O:18][C@H:14]2[CH2:13][C@H:12]([CH2:20][O:21][Si](C(C)(C)C)(C)C)[C@H:11]1[O:29][C:30](=[O:37])[C:31]1[CH:36]=[CH:35][CH:34]=[CH:33][CH:32]=1)(=[O:8])[C:2]1[CH:7]=[CH:6][CH:5]=[CH:4][CH:3]=1.Cl.CCOC(C)=O.CO. (4) Given the product [CH3:6][C:5]1[O:7][N:13]=[C:3]([C:2](=[O:8])[CH3:1])[CH:4]=1, predict the reactants needed to synthesize it. The reactants are: [CH3:1][C:2](=[O:8])[CH2:3][CH2:4][C:5](=[O:7])[CH3:6].Cl.C(O[N:13]=O)C.N([O-])=O.[Na+].OS(O)(=O)=O. (5) Given the product [CH2:8]([O:10][C:11]([C:12]1[C:17]([NH:18][C:19]2[CH:24]=[CH:23][C:22]([I:25])=[CH:21][C:20]=2[F:26])=[CH:16][C:15]2[N:14]([CH:2]=[CH:3][N:27]=2)[CH:13]=1)=[O:28])[CH3:9], predict the reactants needed to synthesize it. The reactants are: F[C:2](F)(F)[C:3]([O-])=O.[CH2:8]([O:10][C:11](=[O:28])[C:12]1[C:17]([NH:18][C:19]2[CH:24]=[CH:23][C:22]([I:25])=[CH:21][C:20]=2[F:26])=[CH:16][C:15]([NH2:27])=[N:14][CH:13]=1)[CH3:9].ClCC=O.C(=O)([O-])[O-].[K+].[K+]. (6) Given the product [F:11][C:12]1[CH:13]=[CH:14][C:15]([C@H:18]2[CH2:23][CH2:22][CH2:21][C@@H:20]([CH:24]=[CH2:25])[N:19]2[C:29](=[O:30])[CH2:28][CH:26]=[CH2:27])=[CH:16][CH:17]=1, predict the reactants needed to synthesize it. The reactants are: C(P(=O)(OCC)OCC)#N.[F:11][C:12]1[CH:17]=[CH:16][C:15]([C@H:18]2[CH2:23][CH2:22][CH2:21][C@@H:20]([CH:24]=[CH2:25])[NH:19]2)=[CH:14][CH:13]=1.[CH:26]([CH2:28][C:29](O)=[O:30])=[CH2:27].Cl. (7) Given the product [CH2:20]([S:21][CH2:2][C:3]1[CH:4]=[C:5]([NH:9][C:10](=[O:12])[CH3:11])[CH:6]=[CH:7][CH:8]=1)[CH3:19], predict the reactants needed to synthesize it. The reactants are: Br[CH2:2][C:3]1[CH:4]=[C:5]([NH:9][C:10](=[O:12])[CH3:11])[CH:6]=[CH:7][CH:8]=1.C([O-])([O-])=O.[K+].[K+].[CH3:19][CH2:20][SH:21].